From a dataset of Forward reaction prediction with 1.9M reactions from USPTO patents (1976-2016). Predict the product of the given reaction. (1) Given the reactants [CH:1]([C:3]1[CH:4]=[C:5]([C:9]2[S:29][C:12]3=[N:13][CH:14]=[C:15]([C:27]#[N:28])[C:16]([NH:17][C:18]4[CH:26]=[CH:25][CH:24]=[C:23]5[C:19]=4[CH:20]=[CH:21][NH:22]5)=[C:11]3[CH:10]=2)[CH:6]=[CH:7][CH:8]=1)=O.C(O[BH-](OC(=O)C)OC(=O)C)(=O)C.[Na+].[CH3:44][N:45]1[CH2:50][CH2:49][NH:48][CH2:47][CH2:46]1, predict the reaction product. The product is: [NH:22]1[C:23]2[C:19](=[C:18]([NH:17][C:16]3[C:15]([C:27]#[N:28])=[CH:14][N:13]=[C:12]4[S:29][C:9]([C:5]5[CH:6]=[CH:7][CH:8]=[C:3]([CH2:1][N:48]6[CH2:49][CH2:50][N:45]([CH3:44])[CH2:46][CH2:47]6)[CH:4]=5)=[CH:10][C:11]=34)[CH:26]=[CH:25][CH:24]=2)[CH:20]=[CH:21]1. (2) The product is: [CH2:1]([NH:3][C:4]([C:6]1[CH:10]=[C:9]([C:11]2[CH:16]=[C:15]([CH2:17][CH2:18][C:19]3[CH:24]=[CH:23][CH:22]=[CH:21][CH:20]=3)[C:14]([O:25][CH2:26][C:27]3[CH:28]=[CH:29][CH:30]=[CH:31][CH:32]=3)=[CH:13][C:12]=2[O:33][CH2:34][C:35]2[CH:40]=[CH:39][CH:38]=[CH:37][CH:36]=2)[O:8][N:7]=1)=[O:5])[CH3:2]. Given the reactants [CH2:1]([NH:3][C:4]([C:6]1[CH:10]=[C:9]([C:11]2[CH:16]=[C:15]([CH:17]=[CH:18][C:19]3[CH:24]=[CH:23][CH:22]=[CH:21][CH:20]=3)[C:14]([O:25][CH2:26][C:27]3[CH:32]=[CH:31][CH:30]=[CH:29][CH:28]=3)=[CH:13][C:12]=2[O:33][CH2:34][C:35]2[CH:40]=[CH:39][CH:38]=[CH:37][CH:36]=2)[O:8][N:7]=1)=[O:5])[CH3:2], predict the reaction product. (3) Given the reactants [NH2:1][C:2]1[N:7]=[C:6]([C:8]2[O:9][CH:10]=[CH:11][CH:12]=2)[C:5]([C:13]2[CH:18]=[CH:17][N:16]([CH2:19][C:20]([OH:22])=O)[C:15](=[O:23])[CH:14]=2)=[CH:4][N:3]=1.ON1C2C=CC=CC=2N=N1.CN(C)CCCN=C=NCC.Cl.[CH2:46]([NH:48][CH2:49][CH3:50])[CH3:47].C(N(CC)CC)C, predict the reaction product. The product is: [CH2:46]([N:48]([CH2:49][CH3:50])[C:20](=[O:22])[CH2:19][N:16]1[CH:17]=[CH:18][C:13]([C:5]2[C:6]([C:8]3[O:9][CH:10]=[CH:11][CH:12]=3)=[N:7][C:2]([NH2:1])=[N:3][CH:4]=2)=[CH:14][C:15]1=[O:23])[CH3:47]. (4) Given the reactants [OH:1][C:2]1[CH:7]=[CH:6][C:5]([CH2:8][CH2:9][C:10]([O:12][CH2:13][CH3:14])=[O:11])=[CH:4][CH:3]=1.F[C:16]1[CH:21]=[CH:20][C:19]([N+:22]([O-:24])=[O:23])=[CH:18][CH:17]=1.C(=O)([O-])[O-].[K+].[K+].O, predict the reaction product. The product is: [N+:22]([C:19]1[CH:20]=[CH:21][C:16]([O:1][C:2]2[CH:3]=[CH:4][C:5]([CH2:8][CH2:9][C:10]([O:12][CH2:13][CH3:14])=[O:11])=[CH:6][CH:7]=2)=[CH:17][CH:18]=1)([O-:24])=[O:23]. (5) The product is: [OH:1][C@H:2]1[CH2:7][CH2:6][C@H:5]([NH:8][C:12](=[O:13])[O:14][CH2:15][C:16]2[CH:21]=[CH:20][CH:19]=[CH:18][CH:17]=2)[CH2:4][CH2:3]1. Given the reactants [OH:1][C@H:2]1[CH2:7][CH2:6][C@H:5]([NH2:8])[CH2:4][CH2:3]1.[OH-].[Na+].Cl[C:12]([O:14][CH2:15][C:16]1[CH:21]=[CH:20][CH:19]=[CH:18][CH:17]=1)=[O:13], predict the reaction product. (6) Given the reactants [OH:1][C:2]1[CH:20]=[C:19]2[C:5]([C@@H:6]3[C@@:16]([CH3:21])([CH2:17][CH2:18]2)[CH2:15][CH2:14][C@@:8]2([CH2:13][CH2:12][CH2:11][CH2:10][O:9]2)[CH2:7]3)=[CH:4][CH:3]=1.O[C@@]1(CCCCOS(C2C=CC(C)=CC=2)(=O)=O)C[C@H]2[C@@](C)(CCC3C2=CC=C(O)C=3)CC1, predict the reaction product. The product is: [OH:1][C:2]1[CH:20]=[C:19]2[C:5]([C@@H:6]3[C@@:16]([CH3:21])([CH2:17][CH2:18]2)[CH2:15][CH2:14][C@:8]2([CH2:13][CH2:12][CH2:11][CH2:10][O:9]2)[CH2:7]3)=[CH:4][CH:3]=1. (7) The product is: [C:16]([N:23]1[CH2:24][CH2:25][N:26]([CH2:8][C:6]2[CH:5]=[CH:4][N:3]=[C:2]([Cl:1])[CH:7]=2)[CH2:27][CH2:28]1)([O:18][C:19]([CH3:22])([CH3:21])[CH3:20])=[O:17]. Given the reactants [Cl:1][C:2]1[CH:7]=[C:6]([CH2:8]Cl)[CH:5]=[CH:4][N:3]=1.C([O-])([O-])=O.[K+].[K+].[C:16]([N:23]1[CH2:28][CH2:27][NH:26][CH2:25][CH2:24]1)([O:18][C:19]([CH3:22])([CH3:21])[CH3:20])=[O:17], predict the reaction product. (8) Given the reactants [CH:1]1([CH2:7][N:8]2[C:12]([CH3:13])=[C:11]([S:14](=[O:20])(=[O:19])[NH:15][CH:16]3[CH2:18][CH2:17]3)[CH:10]=[C:9]2[C:21]([O:23]CC)=[O:22])[CH2:6][CH2:5][CH2:4][CH2:3][CH2:2]1.[Li+].[OH-], predict the reaction product. The product is: [CH:1]1([CH2:7][N:8]2[C:12]([CH3:13])=[C:11]([S:14](=[O:20])(=[O:19])[NH:15][CH:16]3[CH2:17][CH2:18]3)[CH:10]=[C:9]2[C:21]([OH:23])=[O:22])[CH2:6][CH2:5][CH2:4][CH2:3][CH2:2]1. (9) Given the reactants C[O:2][C:3](=[O:21])[CH2:4][NH:5][C:6]([C:8]1[N:9]=[C:10]([Cl:20])[C:11]2[C:16]([C:17]=1[O:18][CH3:19])=[CH:15][CH:14]=[CH:13][CH:12]=2)=[O:7].[OH-].[K+], predict the reaction product. The product is: [Cl:20][C:10]1[C:11]2[C:16](=[CH:15][CH:14]=[CH:13][CH:12]=2)[C:17]([O:18][CH3:19])=[C:8]([C:6]([NH:5][CH2:4][C:3]([OH:21])=[O:2])=[O:7])[N:9]=1. (10) The product is: [CH3:1][O:2][C:3]1[CH:12]=[CH:11][C:10]([OH:13])=[CH:9][C:4]=1[C:5]([OH:7])=[O:6]. Given the reactants [CH3:1][O:2][C:3]1[CH:12]=[CH:11][C:10]([OH:13])=[CH:9][C:4]=1[C:5]([O:7]C)=[O:6].[OH-].[Na+].Cl, predict the reaction product.